This data is from Catalyst prediction with 721,799 reactions and 888 catalyst types from USPTO. The task is: Predict which catalyst facilitates the given reaction. (1) Reactant: Br[C:2]1[N:12]2[C:13]3[C:8]([CH2:9][CH2:10][CH2:11]2)=[C:7]([Br:14])[C:6]([Br:15])=[C:5]([Br:16])[C:4]=3[N:3]=1.C([NH:24][CH2:25][CH2:26][NH2:27])(OC(C)(C)C)=O. Product: [Br:14][C:7]1[C:6]([Br:15])=[C:5]([Br:16])[C:4]2[N:3]=[C:2]([NH:24][CH2:25][CH2:26][NH2:27])[N:12]3[C:13]=2[C:8]=1[CH2:9][CH2:10][CH2:11]3. The catalyst class is: 8. (2) Reactant: C[O:2][C:3]([C:5]1[CH:6]=[N:7][N:8]([C:10]2[CH2:14][C:13]([C:19]3[CH:24]=[C:23]([Cl:25])[CH:22]=[C:21]([Cl:26])[CH:20]=3)([C:15]([F:18])([F:17])[F:16])[O:12][N:11]=2)[CH:9]=1)=[O:4].[OH-].[Na+].CO. Product: [Cl:25][C:23]1[CH:24]=[C:19]([C:13]2([C:15]([F:18])([F:16])[F:17])[O:12][N:11]=[C:10]([N:8]3[CH:9]=[C:5]([C:3]([OH:4])=[O:2])[CH:6]=[N:7]3)[CH2:14]2)[CH:20]=[C:21]([Cl:26])[CH:22]=1. The catalyst class is: 20.